Dataset: Reaction yield outcomes from USPTO patents with 853,638 reactions. Task: Predict the reaction yield, written as a fraction of the theoretical maximum amount of product (1.0 means a 100% yield; for example, 0.34 means a 34% yield). (1) The reactants are [OH-:1].[Na+].[Br:3][C:4]1[CH:9]=[CH:8][C:7]([CH2:10][C:11]#N)=[C:6]([O:13][CH3:14])[CH:5]=1.[OH2:15]. The catalyst is CO. The product is [Br:3][C:4]1[CH:9]=[CH:8][C:7]([CH2:10][C:11]([OH:15])=[O:1])=[C:6]([O:13][CH3:14])[CH:5]=1. The yield is 0.860. (2) The reactants are [OH:1][C:2]1[CH:23]=[CH:22][C:5]([C:6]([NH:8][C:9]2[CH:10]=[C:11]([CH:18]=[CH:19][C:20]=2[CH3:21])[C:12]([NH:14][CH:15]2[CH2:17][CH2:16]2)=[O:13])=[O:7])=[CH:4][CH:3]=1.C1(P(C2C=CC=CC=2)C2C=CC=CC=2)C=CC=CC=1.[N:43]1[CH:48]=[CH:47][CH:46]=[CH:45][C:44]=1[CH:49](O)[CH3:50].N(C(OCC)=O)=NC(OCC)=O. The catalyst is C(Cl)Cl. The product is [CH:15]1([NH:14][C:12](=[O:13])[C:11]2[CH:18]=[CH:19][C:20]([CH3:21])=[C:9]([NH:8][C:6](=[O:7])[C:5]3[CH:4]=[CH:3][C:2]([O:1][CH:49]([C:44]4[CH:45]=[CH:46][CH:47]=[CH:48][N:43]=4)[CH3:50])=[CH:23][CH:22]=3)[CH:10]=2)[CH2:16][CH2:17]1. The yield is 0.110. (3) The reactants are [CH3:1][C:2]1([CH3:25])[C:6]([C:7]2[CH:8]=[C:9]([CH:14]=[CH:15][C:16]=2OS(C(F)(F)F)(=O)=O)[C:10]([O:12][CH3:13])=[O:11])=[CH:5][CH2:4][CH2:3]1.C(=O)([O-])[O-].[K+].[K+].[F:32][C:33]1[C:34](B(O)O)=[CH:35][C:36]([O:39][CH3:40])=[N:37][CH:38]=1. The catalyst is C1C=CC([P]([Pd]([P](C2C=CC=CC=2)(C2C=CC=CC=2)C2C=CC=CC=2)([P](C2C=CC=CC=2)(C2C=CC=CC=2)C2C=CC=CC=2)[P](C2C=CC=CC=2)(C2C=CC=CC=2)C2C=CC=CC=2)(C2C=CC=CC=2)C2C=CC=CC=2)=CC=1. The product is [CH3:1][C:2]1([CH3:25])[C:6]([C:7]2[CH:8]=[C:9]([CH:14]=[CH:15][C:16]=2[C:34]2[C:33]([F:32])=[CH:38][N:37]=[C:36]([O:39][CH3:40])[CH:35]=2)[C:10]([O:12][CH3:13])=[O:11])=[CH:5][CH2:4][CH2:3]1. The yield is 0.780. (4) The reactants are [I:1][C:2]1[CH:3]=[CH:4][C:5]2[N:6]([C:8]([CH3:15])=[C:9]([C:11]([O:13]C)=[O:12])[N:10]=2)[N:7]=1. The catalyst is C1COCC1.O. The product is [I:1][C:2]1[CH:3]=[CH:4][C:5]2[N:6]([C:8]([CH3:15])=[C:9]([C:11]([OH:13])=[O:12])[N:10]=2)[N:7]=1. The yield is 0.860. (5) The reactants are C(N(CC)CC)C.Cl[C:9]1[N:26]=[C:25]([Cl:27])[CH:24]=[CH:23][C:10]=1[C:11]([N:13]([CH2:15][CH2:16][NH:17][CH:18]1[CH2:22][CH2:21][CH2:20][CH2:19]1)[CH3:14])=[O:12]. The catalyst is CN(C=O)C. The product is [Cl:27][C:25]1[CH:24]=[CH:23][C:10]2[C:11](=[O:12])[N:13]([CH3:14])[CH2:15][CH2:16][N:17]([CH:18]3[CH2:22][CH2:21][CH2:20][CH2:19]3)[C:9]=2[N:26]=1. The yield is 0.980. (6) The reactants are [CH3:1][C:2]1[CH:11]=[CH:10][C:9]2[C:4](=[CH:5][CH:6]=[C:7]([C:12]#[N:13])[CH:8]=2)[N:3]=1. The catalyst is N.CO.[Ni]. The product is [CH3:1][C:2]1[CH:11]=[CH:10][C:9]2[C:4](=[CH:5][CH:6]=[C:7]([CH2:12][NH2:13])[CH:8]=2)[N:3]=1. The yield is 0.970.